Dataset: Full USPTO retrosynthesis dataset with 1.9M reactions from patents (1976-2016). Task: Predict the reactants needed to synthesize the given product. (1) Given the product [CH:1]1[C:14]2[C:5](=[N:6][C:7]3[C:12]([C:13]=2[NH:15][CH2:16][C@@H:17]([OH:20])[CH2:18][O:19][C:27]([C:36]2[CH:41]=[CH:40][CH:39]=[CH:38][CH:37]=2)([C:28]2[CH:33]=[CH:32][C:31]([O:34][CH3:35])=[CH:30][CH:29]=2)[C:26]2[CH:25]=[CH:24][C:23]([O:22][CH3:21])=[CH:44][CH:43]=2)=[CH:11][CH:10]=[CH:9][CH:8]=3)[CH:4]=[CH:3][CH:2]=1, predict the reactants needed to synthesize it. The reactants are: [CH:1]1[C:14]2[C:5](=[N:6][C:7]3[C:12]([C:13]=2[NH:15][CH2:16][C@@H:17]([OH:20])[CH2:18][OH:19])=[CH:11][CH:10]=[CH:9][CH:8]=3)[CH:4]=[CH:3][CH:2]=1.[CH3:21][O:22][C:23]1[CH:44]=[CH:43][C:26]([C:27](Cl)([C:36]2[CH:41]=[CH:40][CH:39]=[CH:38][CH:37]=2)[C:28]2[CH:33]=[CH:32][C:31]([O:34][CH3:35])=[CH:30][CH:29]=2)=[CH:25][CH:24]=1.CO. (2) Given the product [Si:21]([O:20][CH:7]([C:4]1[O:5][CH:6]=[C:2]([C:32](=[O:31])[C:33]([F:36])([F:35])[F:34])[N:3]=1)[CH2:8][CH2:9][CH2:10][CH2:11][CH2:12][CH2:13][C:14]1[CH:19]=[CH:18][CH:17]=[CH:16][CH:15]=1)([C:24]([CH3:27])([CH3:26])[CH3:25])([CH3:23])[CH3:22], predict the reactants needed to synthesize it. The reactants are: Br[C:2]1[N:3]=[C:4]([CH:7]([O:20][Si:21]([C:24]([CH3:27])([CH3:26])[CH3:25])([CH3:23])[CH3:22])[CH2:8][CH2:9][CH2:10][CH2:11][CH2:12][CH2:13][C:14]2[CH:19]=[CH:18][CH:17]=[CH:16][CH:15]=2)[O:5][CH:6]=1.C([O:31][CH2:32][C:33]([F:36])([F:35])[F:34])(=O)C. (3) Given the product [C:1]([O:9]/[CH:12]=[CH:11]\[C:10]([O:14][CH2:15][CH3:16])=[O:13])(=[O:8])[C:2]1[CH:7]=[CH:6][CH:5]=[CH:4][CH:3]=1, predict the reactants needed to synthesize it. The reactants are: [C:1]([OH:9])(=[O:8])[C:2]1[CH:7]=[CH:6][CH:5]=[CH:4][CH:3]=1.[C:10]([O:14][CH2:15][CH3:16])(=[O:13])[C:11]#[CH:12]. (4) Given the product [Cl:1][C:2]1[CH:19]=[CH:18][C:5]([C:6]2[C:11]([C:12]3[CH:13]=[CH:39][C:34]4[C:35](=[CH:36][CH:37]=[C:32]([C:30]5[N:29]([CH:41]6[CH2:42][CH2:43][CH2:44][CH2:45][CH2:46]6)[C:28]6[CH:47]=[CH:48][C:25]([C:23]([OH:24])=[O:22])=[CH:26][C:27]=6[N:31]=5)[CH:33]=4)[N:38]=3)=[CH:10][C:9]([N+:15]([O-:17])=[O:16])=[CH:8][CH:7]=2)=[CH:4][CH:3]=1, predict the reactants needed to synthesize it. The reactants are: [Cl:1][C:2]1[CH:19]=[CH:18][C:5]([C:6]2[C:11]([C:12](=O)[CH3:13])=[CH:10][C:9]([N+:15]([O-:17])=[O:16])=[CH:8][CH:7]=2)=[CH:4][CH:3]=1.C([O:22][C:23]([C:25]1[CH:48]=[CH:47][C:28]2[N:29]([CH:41]3[CH2:46][CH2:45][CH2:44][CH2:43][CH2:42]3)[C:30]([C:32]3[CH:37]=[CH:36][C:35]([NH2:38])=[C:34]([CH:39]=O)[CH:33]=3)=[N:31][C:27]=2[CH:26]=1)=[O:24])C.[OH-].[K+].Cl. (5) The reactants are: [Br:1][C:2]1[CH:7]=[CH:6][C:5]([C:8]2([NH2:11])[CH2:10][CH2:9]2)=[CH:4][CH:3]=1.[C:12](Cl)(=[O:15])[CH2:13][CH3:14].N1C=CC=CC=1. Given the product [Br:1][C:2]1[CH:3]=[CH:4][C:5]([C:8]2([NH:11][C:12](=[O:15])[CH2:13][CH3:14])[CH2:9][CH2:10]2)=[CH:6][CH:7]=1, predict the reactants needed to synthesize it. (6) The reactants are: [CH3:1][S:2]([C:5]1[CH:10]=[CH:9][CH:8]=[CH:7][CH:6]=1)(=[O:4])=[O:3].C([Li])CCC.CN(C)CCN(C)C.Cl[CH2:25][C:26]1([CH2:30]Cl)[CH2:29][O:28][CH2:27]1. Given the product [C:5]1([S:2]([CH:1]2[CH2:30][C:26]3([CH2:29][O:28][CH2:27]3)[CH2:25]2)(=[O:4])=[O:3])[CH:10]=[CH:9][CH:8]=[CH:7][CH:6]=1, predict the reactants needed to synthesize it. (7) Given the product [C:1]([O:5][C:6]([N:8]1[C@@H:16]2[C@@H:11]([CH2:12][CH2:13][CH2:14][CH2:15]2)[CH2:10][C@H:9]1[CH2:17][NH:8][CH2:9][C:10]1[O:31][C:29]2[CH:30]=[CH:35][CH:34]=[CH:13][C:12]=2[CH:11]=1)=[O:7])([CH3:2])([CH3:3])[CH3:4], predict the reactants needed to synthesize it. The reactants are: [C:1]([O:5][C:6]([N:8]1[C@@H:16]2[C@@H:11]([CH2:12][CH2:13][CH2:14][CH2:15]2)[CH2:10][C@H:9]1[CH:17]=O)=[O:7])([CH3:4])([CH3:3])[CH3:2].C(O[BH-](O[C:29](=[O:31])[CH3:30])OC(=O)C)(=O)C.[Na+].F[C:34](F)(F)[C:35]([O-])=O. (8) The reactants are: [NH2:1][C:2]1[N:11]=[CH:10][CH:9]=[CH:8][C:3]=1[C:4]([O:6][CH3:7])=[O:5].CC1(C)[O:18][C:17](=O)[CH:16]=[C:15]([CH3:20])[O:14]1. Given the product [O:14]=[C:15]([CH3:20])[CH2:16][C:17]([NH:1][C:2]1[N:11]=[CH:10][CH:9]=[CH:8][C:3]=1[C:4]([O:6][CH3:7])=[O:5])=[O:18], predict the reactants needed to synthesize it.